Task: Predict the reactants needed to synthesize the given product.. Dataset: Full USPTO retrosynthesis dataset with 1.9M reactions from patents (1976-2016) (1) The reactants are: N#N.Cl[CH2:4][C:5]1[N:6]=[C:7]([C:10]2([CH3:15])[O:14][CH2:13][CH2:12][O:11]2)[S:8][CH:9]=1.[N+:16]([C:19]1[NH:23][N:22]=[CH:21][CH:20]=1)([O-:18])=[O:17].C([O-])([O-])=O.[K+].[K+].[Br-]. Given the product [CH3:15][C:10]1([C:7]2[S:8][CH:9]=[C:5]([CH2:4][N:22]3[CH:21]=[CH:20][C:19]([N+:16]([O-:18])=[O:17])=[N:23]3)[N:6]=2)[O:14][CH2:13][CH2:12][O:11]1, predict the reactants needed to synthesize it. (2) The reactants are: [CH3:1][O:2][C:3]1[C:4](=[O:25])[C:5]([CH3:24])=[C:6]([CH2:12][C:13]2[CH:18]=[CH:17][C:16]([CH:19]=[CH:20][C:21](O)=[O:22])=[CH:15][CH:14]=2)[C:7](=[O:11])[C:8]=1[O:9][CH3:10].[CH:26]([NH2:29])([CH3:28])[CH3:27]. Given the product [CH3:1][O:2][C:3]1[C:4](=[O:25])[C:5]([CH3:24])=[C:6]([CH2:12][C:13]2[CH:14]=[CH:15][C:16]([CH:19]=[CH:20][C:21]([NH:29][CH:26]([CH3:28])[CH3:27])=[O:22])=[CH:17][CH:18]=2)[C:7](=[O:11])[C:8]=1[O:9][CH3:10], predict the reactants needed to synthesize it.